This data is from Reaction yield outcomes from USPTO patents with 853,638 reactions. The task is: Predict the reaction yield, written as a fraction of the theoretical maximum amount of product (1.0 means a 100% yield; for example, 0.34 means a 34% yield). (1) The reactants are [NH2:1][C:2]1[CH:3]=[C:4]([N:8]([CH2:16][C:17]2[CH:22]=[CH:21][CH:20]=[C:19]([O:23][C:24]([F:29])([F:28])[CH:25]([F:27])[F:26])[CH:18]=2)[CH2:9][CH:10]([OH:15])[C:11]([F:14])([F:13])[F:12])[CH:5]=[CH:6][CH:7]=1.C(N(CC)CC)C.[F:37][C:38]1[CH:43]=[CH:42][C:41]([S:44](Cl)(=[O:46])=[O:45])=[CH:40][CH:39]=1. The catalyst is ClCCl. The product is [F:37][C:38]1[CH:43]=[CH:42][C:41]([S:44]([NH:1][C:2]2[CH:7]=[CH:6][CH:5]=[C:4]([N:8]([CH2:16][C:17]3[CH:22]=[CH:21][CH:20]=[C:19]([O:23][C:24]([F:28])([F:29])[CH:25]([F:26])[F:27])[CH:18]=3)[CH2:9][CH:10]([OH:15])[C:11]([F:14])([F:13])[F:12])[CH:3]=2)(=[O:46])=[O:45])=[CH:40][CH:39]=1. The yield is 0.290. (2) The reactants are C([O:8][CH2:9][C@H:10]([CH3:28])[O:11][C:12]1[CH:13]=[C:14]([N:18]2[C:22]([NH2:23])=[CH:21][C:20]([C:24]([CH3:27])([CH3:26])[CH3:25])=[N:19]2)[CH:15]=[CH:16][CH:17]=1)C1C=CC=CC=1.N#N.C([O-])=O.[NH4+]. The catalyst is C(O)C.[Pd]. The product is [NH2:23][C:22]1[N:18]([C:14]2[CH:13]=[C:12]([CH:17]=[CH:16][CH:15]=2)[O:11][C@@H:10]([CH3:28])[CH2:9][OH:8])[N:19]=[C:20]([C:24]([CH3:25])([CH3:27])[CH3:26])[CH:21]=1. The yield is 0.830. (3) The yield is 1.00. The reactants are [NH2:1][C:2]1[CH:3]=[C:4]([CH:9]=[CH:10][C:11]=1[O:12][CH2:13][C:14]1[CH:19]=[CH:18][CH:17]=[CH:16][CH:15]=1)[C:5]([O:7][CH3:8])=[O:6].Cl.[N:21]1([C:27]2([C:30](O)=[O:31])[CH2:29][CH2:28]2)[CH2:26][CH2:25][O:24][CH2:23][CH2:22]1.F[P-](F)(F)(F)(F)F.N1(O[P+](N2CCCC2)(N2CCCC2)N2CCCC2)C2C=CC=CC=2N=N1.C(N(C(C)C)CC)(C)C. The product is [CH2:13]([O:12][C:11]1[CH:10]=[CH:9][C:4]([C:5]([O:7][CH3:8])=[O:6])=[CH:3][C:2]=1[NH:1][C:30]([C:27]1([N:21]2[CH2:26][CH2:25][O:24][CH2:23][CH2:22]2)[CH2:29][CH2:28]1)=[O:31])[C:14]1[CH:19]=[CH:18][CH:17]=[CH:16][CH:15]=1. The catalyst is CN(C=O)C. (4) The yield is 0.990. The reactants are [N+:1]([C:4]1[CH:5]=[N:6][CH:7]=[CH:8][C:9]=1[C:10]1[CH2:15][CH2:14][CH2:13][C:12](=[O:16])[CH:11]=1)([O-:3])=[O:2].[BH4-].[Na+]. The catalyst is CCO. The product is [N+:1]([C:4]1[CH:5]=[N:6][CH:7]=[CH:8][C:9]=1[C:10]1[CH2:15][CH2:14][CH2:13][CH:12]([OH:16])[CH:11]=1)([O-:3])=[O:2]. (5) The reactants are Cl[C:2]1[C:3]([F:20])=[N:4][C:5]([F:19])=[C:6]([F:18])[C:7]=1[CH2:8][O:9][C:10](=[O:17])[C:11]1[CH:16]=[CH:15][CH:14]=[CH:13][CH:12]=1.C(N(CC)CC)C. The catalyst is [Pd].C(O)C. The product is [F:19][C:5]1[C:6]([F:18])=[C:7]([CH2:8][O:9][C:10](=[O:17])[C:11]2[CH:16]=[CH:15][CH:14]=[CH:13][CH:12]=2)[CH:2]=[C:3]([F:20])[N:4]=1. The yield is 0.850. (6) The reactants are [O:1]1[CH2:5][CH2:4][CH2:3][C@H:2]1[CH2:6][N:7]1[C:11]([NH2:12])=[C:10]2[CH2:13][CH2:14][CH2:15][C:9]2=[N:8]1.N1C=CC=CC=1.[CH3:22][O:23][C:24]1[CH:32]=[CH:31][C:30]([C:33]([F:36])([F:35])[F:34])=[CH:29][C:25]=1[C:26](Cl)=[O:27]. The catalyst is C(Cl)Cl. The product is [CH3:22][O:23][C:24]1[CH:32]=[CH:31][C:30]([C:33]([F:34])([F:35])[F:36])=[CH:29][C:25]=1[C:26]([NH:12][C:11]1[N:7]([CH2:6][C@H:2]2[CH2:3][CH2:4][CH2:5][O:1]2)[N:8]=[C:9]2[CH2:15][CH2:14][CH2:13][C:10]=12)=[O:27]. The yield is 0.820. (7) The reactants are [Br:1][CH2:2][C:3](=O)[CH2:4][CH2:5][C:6]([O:8][CH3:9])=[O:7].[NH2:11][C:12]([NH2:14])=[S:13].[CH2:15](O)C. No catalyst specified. The product is [Br-:1].[CH2:9]([O:8][C:6](=[O:7])[CH2:5][CH2:4][C:3]1[S:13][C:12]([NH3+:14])=[N:11][CH:2]=1)[CH3:15]. The yield is 0.900.